From a dataset of Acute oral toxicity (LD50) regression data from Zhu et al.. Regression/Classification. Given a drug SMILES string, predict its toxicity properties. Task type varies by dataset: regression for continuous values (e.g., LD50, hERG inhibition percentage) or binary classification for toxic/non-toxic outcomes (e.g., AMES mutagenicity, cardiotoxicity, hepatotoxicity). Dataset: ld50_zhu. (1) The drug is Cc1ncc(CS)c(CO)c1O. The rat oral LD50 is 2.15, given as -log10 of the dose in mol/kg body weight (higher means more acutely toxic). (2) The drug is CCCCC(CC)COCCC(=O)O. The rat oral LD50 is 1.73, given as -log10 of the dose in mol/kg body weight (higher means more acutely toxic). (3) The compound is CNC(=O)ON=C1COCCS1. The rat oral LD50 is 3.71, given as -log10 of the dose in mol/kg body weight (higher means more acutely toxic). (4) The molecule is CC(=O)C=Cc1ccccc1. The rat oral LD50 is 1.86, given as -log10 of the dose in mol/kg body weight (higher means more acutely toxic). (5) The drug is OC1(c2ccc(Cl)c(Cl)c2)c2ccccc2C2=NCCN21. The rat oral LD50 is 2.96, given as -log10 of the dose in mol/kg body weight (higher means more acutely toxic). (6) The drug is CCS(=O)Cc1ccccc1OC(=O)NC. The rat oral LD50 is 3.21, given as -log10 of the dose in mol/kg body weight (higher means more acutely toxic). (7) The drug is ClCCN(CCCl)c1ccccc1. The rat oral LD50 is 2.96, given as -log10 of the dose in mol/kg body weight (higher means more acutely toxic). (8) The drug is CCSP(SCC)SCC. The rat oral LD50 is 2.78, given as -log10 of the dose in mol/kg body weight (higher means more acutely toxic).